This data is from Reaction yield outcomes from USPTO patents with 853,638 reactions. The task is: Predict the reaction yield, written as a fraction of the theoretical maximum amount of product (1.0 means a 100% yield; for example, 0.34 means a 34% yield). (1) The reactants are C([O:3][C:4]([C:6]12[CH2:24][CH:23]1[CH:22]=[CH:21][CH2:20][CH2:19][CH2:18][CH2:17][CH2:16][CH:15]([NH:25][C:26]([O:28][C:29]([CH3:32])([CH3:31])[CH3:30])=[O:27])[C:14](=[O:33])[N:13]1[CH:9]([CH2:10][CH:11]([O:34][C:35]3[C:44]4[C:39](=[CH:40][CH:41]=[CH:42][CH:43]=4)[CH:38]=[CH:37][N:36]=3)[CH2:12]1)[C:8](=[O:45])[NH:7]2)=[O:5])C.C1COCC1.CO.O.[OH-].[Li+]. The catalyst is O. The product is [C:29]([O:28][C:26]([NH:25][CH:15]1[C:14](=[O:33])[N:13]2[CH:9]([CH2:10][CH:11]([O:34][C:35]3[C:44]4[C:39](=[CH:40][CH:41]=[CH:42][CH:43]=4)[CH:38]=[CH:37][N:36]=3)[CH2:12]2)[C:8](=[O:45])[NH:7][C:6]2([C:4]([OH:5])=[O:3])[CH:23]([CH2:24]2)[CH:22]=[CH:21][CH2:20][CH2:19][CH2:18][CH2:17][CH2:16]1)=[O:27])([CH3:32])([CH3:30])[CH3:31]. The yield is 0.900. (2) The reactants are [N:1]1[CH:6]=[CH:5][CH:4]=[CH:3][C:2]=1[C:7]1[C:11]([CH2:12][O:13][C:14]2[N:19]=[N:18][C:17]([C:20]([OH:22])=O)=[CH:16][CH:15]=2)=[CH:10][O:9][N:8]=1.[CH:23]1([NH2:26])[CH2:25][CH2:24]1. No catalyst specified. The product is [CH:23]1([NH:26][C:20]([C:17]2[N:18]=[N:19][C:14]([O:13][CH2:12][C:11]3[C:7]([C:2]4[CH:3]=[CH:4][CH:5]=[CH:6][N:1]=4)=[N:8][O:9][CH:10]=3)=[CH:15][CH:16]=2)=[O:22])[CH2:25][CH2:24]1. The yield is 0.660. (3) The reactants are [Br:1][C:2]1[C:3]([F:12])=[C:4]2[C:10]([NH2:11])=[CH:9][NH:8][C:5]2=[N:6][CH:7]=1.[CH3:13][C:14]1[CH:22]=[CH:21][C:17]([C:18](O)=[O:19])=[CH:16][N:15]=1.C1N(P(Cl)(N2C(=O)OCC2)=O)C(=O)OC1.C(N(CC)CC)C.[Li+].[OH-]. The catalyst is C(Cl)Cl.O. The product is [Br:1][C:2]1[C:3]([F:12])=[C:4]2[C:10]([NH:11][C:18](=[O:19])[C:17]3[CH:21]=[CH:22][C:14]([CH3:13])=[N:15][CH:16]=3)=[CH:9][NH:8][C:5]2=[N:6][CH:7]=1. The yield is 0.685. (4) The reactants are COC(=O)[C:4]([C:8]1[CH:13]=[CH:12][C:11]([F:14])=[CH:10][C:9]=1[N+:15]([O-:17])=[O:16])=[C:5]([OH:7])[CH3:6].S(=O)(=O)(O)O. The catalyst is C(O)(=O)C. The product is [F:14][C:11]1[CH:12]=[CH:13][C:8]([CH2:4][C:5]([CH3:6])=[O:7])=[C:9]([N+:15]([O-:17])=[O:16])[CH:10]=1. The yield is 0.920. (5) The reactants are [CH:1]([C:4]1[N:13]([NH:14][C:15]([C@@H:17]2[CH2:19][C@H:18]2[C:20]2[CH:25]=[CH:24][C:23](Cl)=[CH:22][CH:21]=2)=[O:16])[C:12](=[O:27])[C:11]2[C:6](=[CH:7][CH:8]=[CH:9][CH:10]=2)[N:5]=1)([CH3:3])[CH3:2].[F:28]C1C=CC([C@H]2C[C@H]2C(O)=O)=CC=1. No catalyst specified. The product is [CH:1]([C:4]1[N:13]([NH:14][C:15]([C@@H:17]2[CH2:19][C@@H:18]2[C:20]2[CH:25]=[CH:24][C:23]([F:28])=[CH:22][CH:21]=2)=[O:16])[C:12](=[O:27])[C:11]2[C:6](=[CH:7][CH:8]=[CH:9][CH:10]=2)[N:5]=1)([CH3:3])[CH3:2]. The yield is 0.440. (6) The yield is 0.850. The catalyst is C1COCC1. The product is [CH3:1][C:2]1[S:3][C:4]([Sn:16]([CH2:17][CH2:18][CH2:19][CH3:20])([CH2:21][CH2:22][CH2:23][CH3:24])[CH2:12][CH2:13][CH2:14][CH3:15])=[CH:5][N:6]=1. The reactants are [CH3:1][C:2]1[S:3][CH:4]=[CH:5][N:6]=1.C([Li])CCC.[CH2:12]([Sn:16](Cl)([CH2:21][CH2:22][CH2:23][CH3:24])[CH2:17][CH2:18][CH2:19][CH3:20])[CH2:13][CH2:14][CH3:15].